This data is from Full USPTO retrosynthesis dataset with 1.9M reactions from patents (1976-2016). The task is: Predict the reactants needed to synthesize the given product. (1) Given the product [Cl:23][C:24]1[CH:31]=[CH:30][C:27]([N:28]([CH2:2][C:3]2[N:13]([CH2:14][C:15]([CH3:18])([CH3:17])[CH3:16])[C:6]3[N:7]=[C:8]([C:11]#[N:12])[N:9]=[CH:10][C:5]=3[CH:4]=2)[CH3:29])=[CH:26][CH:25]=1, predict the reactants needed to synthesize it. The reactants are: Br[CH2:2][C:3]1[N:13]([CH2:14][C:15]([CH3:18])([CH3:17])[CH3:16])[C:6]2[N:7]=[C:8]([C:11]#[N:12])[N:9]=[CH:10][C:5]=2[CH:4]=1.CS(C)=O.[Cl:23][C:24]1[CH:31]=[CH:30][C:27]([NH:28][CH3:29])=[CH:26][CH:25]=1.C(=O)([O-])[O-].[K+].[K+]. (2) Given the product [F:3][C:4]1[C:11]([F:12])=[CH:10][CH:9]=[C:8]([F:13])[C:5]=1[CH2:6][OH:7], predict the reactants needed to synthesize it. The reactants are: [BH4-].[Na+].[F:3][C:4]1[C:11]([F:12])=[CH:10][CH:9]=[C:8]([F:13])[C:5]=1[CH:6]=[O:7]. (3) Given the product [Cl:1][C:2]1[CH:7]=[CH:6][C:5]([NH:8][CH:9]2[CH2:14][CH2:13][NH:12][CH2:11][CH2:10]2)=[CH:4][CH:3]=1, predict the reactants needed to synthesize it. The reactants are: [Cl:1][C:2]1[CH:7]=[CH:6][C:5]([NH:8][CH:9]2[CH2:14][CH2:13][N:12](C(OC(C)(C)C)=O)[CH2:11][CH2:10]2)=[CH:4][CH:3]=1. (4) Given the product [CH:29]1([CH2:20][NH:23][C:2]2[N:7]3[N:8]=[C:9]([NH:11][C:12](=[O:19])[C:13]4[CH:18]=[CH:17][CH:16]=[N:15][CH:14]=4)[N:10]=[C:6]3[CH:5]=[CH:4][CH:3]=2)[CH2:30][CH2:31][CH2:32][CH2:33][CH2:34]1, predict the reactants needed to synthesize it. The reactants are: Br[C:2]1[N:7]2[N:8]=[C:9]([NH:11][C:12](=[O:19])[C:13]3[CH:18]=[CH:17][CH:16]=[N:15][CH:14]=3)[N:10]=[C:6]2[CH:5]=[CH:4][CH:3]=1.[CH:20]([N:23](C(C)C)CC)(C)C.[CH:29]1(NC)[CH2:34][CH2:33][CH2:32][CH2:31][CH2:30]1. (5) Given the product [ClH:1].[ClH:39].[ClH:1].[Cl:1][C:2]1[CH:7]=[CH:6][CH:5]=[C:4]([F:8])[C:3]=1[CH2:9][N:10]([CH2:13][C:14]1[N:19]=[CH:18][C:17]([CH2:20][N:21]2[CH2:22][CH2:23][N:24]([C:27]3[C:32]([C:33]([O:35][CH:36]([CH3:37])[CH3:38])=[O:34])=[CH:31][CH:30]=[CH:29][N:28]=3)[CH2:25][CH2:26]2)=[CH:16][CH:15]=1)[CH2:11][CH3:12], predict the reactants needed to synthesize it. The reactants are: [Cl:1][C:2]1[CH:7]=[CH:6][CH:5]=[C:4]([F:8])[C:3]=1[CH2:9][N:10]([CH2:13][C:14]1[N:19]=[CH:18][C:17]([CH2:20][N:21]2[CH2:26][CH2:25][N:24]([C:27]3[C:32]([C:33]([O:35][CH:36]([CH3:38])[CH3:37])=[O:34])=[CH:31][CH:30]=[CH:29][N:28]=3)[CH2:23][CH2:22]2)=[CH:16][CH:15]=1)[CH2:11][CH3:12].[ClH:39].O1CCOCC1. (6) Given the product [N:40]1([C:43]([N:29]2[CH2:30][C@H:31]([C:32]3[CH:33]=[CH:34][CH:35]=[CH:36][CH:37]=3)[C@@H:27]([CH2:26][N:18]([C@@H:16]([C:6]3[C:15]4[C:10](=[CH:11][CH:12]=[CH:13][CH:14]=4)[CH:9]=[CH:8][CH:7]=3)[CH3:17])[C:19](=[O:25])[O:20][C:21]([CH3:23])([CH3:24])[CH3:22])[CH2:28]2)=[O:44])[CH:39]=[CH:38][N:42]=[CH:41]1, predict the reactants needed to synthesize it. The reactants are: C1COCC1.[C:6]1([C@H:16]([N:18]([CH2:26][C@@H:27]2[C@@H:31]([C:32]3[CH:37]=[CH:36][CH:35]=[CH:34][CH:33]=3)[CH2:30][NH:29][CH2:28]2)[C:19](=[O:25])[O:20][C:21]([CH3:24])([CH3:23])[CH3:22])[CH3:17])[C:15]2[C:10](=[CH:11][CH:12]=[CH:13][CH:14]=2)[CH:9]=[CH:8][CH:7]=1.[CH:38]1[N:42]=[CH:41][N:40]([C:43](N2C=NC=C2)=[O:44])[CH:39]=1. (7) Given the product [CH2:17]([NH:16][C:14](=[O:15])[NH:13][C:6]1[N:7]=[CH:8][C:9]2[C:4]([CH:5]=1)=[CH:3][C:2]([NH:1][CH2:19][C:21]1[CH:29]=[CH:28][C:24]([C:25]([OH:27])=[O:26])=[CH:23][CH:22]=1)=[CH:11][C:10]=2[CH3:12])[CH3:18], predict the reactants needed to synthesize it. The reactants are: [NH2:1][C:2]1[CH:3]=[C:4]2[C:9](=[C:10]([CH3:12])[CH:11]=1)[CH:8]=[N:7][C:6]([NH:13][C:14]([NH:16][CH2:17][CH3:18])=[O:15])=[CH:5]2.[CH:19]([C:21]1[CH:29]=[CH:28][C:24]([C:25]([OH:27])=[O:26])=[CH:23][CH:22]=1)=O.